The task is: Predict the reactants needed to synthesize the given product.. This data is from Full USPTO retrosynthesis dataset with 1.9M reactions from patents (1976-2016). Given the product [CH2:1]([CH:3]([CH2:4][C:24](=[O:23])[CH2:25][CH2:19][CH2:11][CH2:12][CH2:13][CH2:14][CH2:15][CH3:16])[CH2:7][CH2:8][CH2:9][CH3:10])[CH3:2], predict the reactants needed to synthesize it. The reactants are: [CH2:1]([CH:3]([CH2:7][CH2:8][CH2:9][CH3:10])[CH2:4][Mg]Br)[CH3:2].[CH2:11]([C:19]#N)[CH2:12][CH2:13][CH2:14][CH2:15][CH2:16]CC.C([O:23][CH2:24][CH3:25])C.